Dataset: Full USPTO retrosynthesis dataset with 1.9M reactions from patents (1976-2016). Task: Predict the reactants needed to synthesize the given product. (1) Given the product [CH3:7][C:2]([C:8]1[CH:9]=[CH:10][CH:11]=[C:12]2[C:17]=1[N:16]=[C:15]([CH3:18])[CH:14]=[CH:13]2)([CH3:1])[CH2:3][OH:4], predict the reactants needed to synthesize it. The reactants are: [CH3:1][C:2]([C:8]1[CH:9]=[CH:10][CH:11]=[C:12]2[C:17]=1[N:16]=[C:15]([CH3:18])[CH:14]=[CH:13]2)([CH3:7])[C:3](OC)=[O:4].[H-].[H-].[H-].[H-].[Li+].[Al+3].O.O.O.O.O.O.O.O.O.O.S([O-])([O-])(=O)=O.[Na+].[Na+]. (2) Given the product [N:28]([C@@H:10]([C:12]1[CH:17]=[CH:16][C:15]([CH3:18])=[N:14][CH:13]=1)[CH2:9][O:8][Si:1]([C:4]([CH3:7])([CH3:6])[CH3:5])([CH3:3])[CH3:2])=[N+:29]=[N-:30], predict the reactants needed to synthesize it. The reactants are: [Si:1]([O:8][CH2:9][C@@H:10]([C:12]1[CH:13]=[N:14][C:15]([CH3:18])=[CH:16][CH:17]=1)O)([C:4]([CH3:7])([CH3:6])[CH3:5])([CH3:3])[CH3:2].C1C=CC(OP(OC2C=CC=CC=2)([N:28]=[N+:29]=[N-:30])=O)=CC=1.N12CCCN=C1CCCCC2. (3) Given the product [CH2:1]([N:7]1[CH2:8][CH:9]2[CH:11]([C:10]2([CH3:24])[C:13]2[CH:18]=[CH:17][CH:16]=[C:15]([C:19]3[S:20][CH:21]=[CH:22][CH:23]=3)[CH:14]=2)[CH2:12]1)[CH2:2][CH2:3][CH2:4][CH2:5][CH3:6], predict the reactants needed to synthesize it. The reactants are: [CH2:1]([N:7]1[CH2:12][CH:11]2[CH:9]([C:10]2([CH3:24])[C:13]2[CH:18]=[CH:17][CH:16]=[C:15]([C:19]3[S:20][CH:21]=[CH:22][CH:23]=3)[CH:14]=2)[C:8]1=O)[CH2:2][CH2:3][CH2:4][CH2:5][CH3:6].[H-].[Al+3].[Li+].[H-].[H-].[H-]. (4) Given the product [CH:14]1([CH:19]([C:22]2[CH:23]=[CH:24][CH:25]=[CH:26][CH:27]=2)[CH2:20][NH:21][C:11]([C:8]2[CH:9]=[C:10]3[C:5](=[CH:6][CH:7]=2)[NH:4][N:3]=[C:2]3[I:1])=[O:13])[CH2:18][CH2:17][CH2:16][CH2:15]1, predict the reactants needed to synthesize it. The reactants are: [I:1][C:2]1[C:10]2[C:5](=[CH:6][CH:7]=[C:8]([C:11]([OH:13])=O)[CH:9]=2)[NH:4][N:3]=1.[CH:14]1([CH:19]([C:22]2[CH:27]=[CH:26][CH:25]=[CH:24][CH:23]=2)[CH2:20][NH2:21])[CH2:18][CH2:17][CH2:16][CH2:15]1.CN(C(ON1N=NC2C=CC=CC1=2)=[N+](C)C)C.[B-](F)(F)(F)F.CCN(C(C)C)C(C)C.